The task is: Predict the reaction yield, written as a fraction of the theoretical maximum amount of product (1.0 means a 100% yield; for example, 0.34 means a 34% yield).. This data is from Reaction yield outcomes from USPTO patents with 853,638 reactions. (1) The reactants are [Cr](Cl)([O-])(=O)=O.[NH+]1C=CC=CC=1.C([O-])(=O)C.[Na+].[CH3:17][C:18]1[CH:19]=[CH:20][C:21]2[N:22]([C:24]([CH2:34][CH:35]([C:37]3[S:38][CH:39]=[CH:40][CH:41]=3)[OH:36])=[C:25]([C:27]3[CH:32]=[CH:31][C:30]([CH3:33])=[CH:29][CH:28]=3)[N:26]=2)[CH:23]=1.O. The catalyst is ClCCl. The product is [CH3:17][C:18]1[CH:19]=[CH:20][C:21]2[N:22]([C:24]([CH2:34][C:35]([C:37]3[S:38][CH:39]=[CH:40][CH:41]=3)=[O:36])=[C:25]([C:27]3[CH:28]=[CH:29][C:30]([CH3:33])=[CH:31][CH:32]=3)[N:26]=2)[CH:23]=1. The yield is 0.360. (2) The reactants are [Cl:1][CH2:2][CH2:3][O:4][C:5]1[C:6]([O:18][CH3:19])=[CH:7][C:8]([N+:15]([O-])=O)=[C:9]([CH:14]=1)[C:10]([O:12][CH3:13])=[O:11]. The catalyst is [Pd].CCOC(C)=O.CO. The product is [NH2:15][C:8]1[CH:7]=[C:6]([O:18][CH3:19])[C:5]([O:4][CH2:3][CH2:2][Cl:1])=[CH:14][C:9]=1[C:10]([O:12][CH3:13])=[O:11]. The yield is 0.990. (3) The reactants are [N+:1]([C:4]1[C:13]2[C:12](=[O:14])O[C:10]([CH3:15])=[N:9][C:8]=2[CH:7]=[CH:6][CH:5]=1)([O-:3])=[O:2].Cl.[NH2:17][CH:18]1[CH2:23][CH2:22][C:21](=[O:24])[NH:20][C:19]1=[O:25].CO. The catalyst is N1C=CC=CC=1. The product is [CH3:15][C:10]1[N:17]([CH:18]2[CH2:23][CH2:22][C:21](=[O:24])[NH:20][C:19]2=[O:25])[C:12](=[O:14])[C:13]2[C:8](=[CH:7][CH:6]=[CH:5][C:4]=2[N+:1]([O-:3])=[O:2])[N:9]=1. The yield is 0.270.